Dataset: Reaction yield outcomes from USPTO patents with 853,638 reactions. Task: Predict the reaction yield, written as a fraction of the theoretical maximum amount of product (1.0 means a 100% yield; for example, 0.34 means a 34% yield). The product is [CH3:26][O:25][C:23](=[O:24])/[CH:22]=[CH:21]/[C:16]1[CH:17]=[CH:18][CH:19]=[CH:20][C:15]=1[NH:14][C:12]([C:11]1[CH:10]=[C:9]([CH2:8][CH2:7][C:6]([OH:30])=[O:5])[CH:29]=[CH:28][CH:27]=1)=[O:13]. The reactants are C([O:5][C:6](=[O:30])[CH2:7][CH2:8][C:9]1[CH:10]=[C:11]([CH:27]=[CH:28][CH:29]=1)[C:12]([NH:14][C:15]1[CH:20]=[CH:19][CH:18]=[CH:17][C:16]=1/[CH:21]=[CH:22]/[C:23]([O:25][CH3:26])=[O:24])=[O:13])(C)(C)C.FC(F)(F)C(O)=O. The catalyst is ClCCl. The yield is 0.930.